From a dataset of Catalyst prediction with 721,799 reactions and 888 catalyst types from USPTO. Predict which catalyst facilitates the given reaction. (1) Reactant: [CH3:1][CH2:2][O:3][C:4]([N:6]1[C:21]([NH2:22])=[C:9]2[CH2:10][N:11](C(OC(C)(C)C)=O)[CH2:12][CH2:13][C:8]2=[N:7]1)=[O:5].O1CCOCC1.[Cl:29]CCl. Product: [ClH:29].[CH2:2]([O:3][C:4]([N:6]1[C:21]([NH2:22])=[C:9]2[CH2:10][NH:11][CH2:12][CH2:13][C:8]2=[N:7]1)=[O:5])[CH3:1]. The catalyst class is: 33. (2) Reactant: [Cl:1][C:2]1[CH:8]=[C:7]([O:9][C:10]2[C:11]3[N:18]([CH3:19])[CH:17]=[CH:16][C:12]=3[N:13]=[CH:14][N:15]=2)[CH:6]=[CH:5][C:3]=1[NH2:4].C(N(CC)CC)C.[CH:27]1[C:36]2[C:31](=[CH:32][CH:33]=[CH:34][CH:35]=2)[CH:30]=[CH:29][C:28]=1[N:37]=[C:38]=[O:39]. Product: [Cl:1][C:2]1[CH:8]=[C:7]([O:9][C:10]2[C:11]3[N:18]([CH3:19])[CH:17]=[CH:16][C:12]=3[N:13]=[CH:14][N:15]=2)[CH:6]=[CH:5][C:3]=1[NH:4][C:38]([NH:37][C:28]1[CH:29]=[CH:30][C:31]2[C:36](=[CH:35][CH:34]=[CH:33][CH:32]=2)[CH:27]=1)=[O:39]. The catalyst class is: 30. (3) Reactant: C(OC([N:8]1[CH2:23][CH2:22][C@H:11]2[NH:12][C:13]3[C:18]([C@H:10]2[CH2:9]1)=[CH:17][CH:16]=[CH:15][C:14]=3[C:19]([OH:21])=[O:20])=O)(C)(C)C.Cl.[Cl:25]CCN.C(N(CC)C(C)C)(C)C.C1(N=C=NC2CCCCC2)CCCCC1. Product: [ClH:25].[CH2:9]1[C:10]2[C:18]3[C:13](=[C:14]([C:19]([OH:21])=[O:20])[CH:15]=[CH:16][CH:17]=3)[NH:12][C:11]=2[CH2:22][CH2:23][NH:8]1. The catalyst class is: 753. (4) Reactant: [Br:1][C:2]1[CH:7]=[C:6]([F:8])[CH:5]=[CH:4][C:3]=1[O:9][CH3:10].[Li+].CC([N-]C(C)C)C.CN([CH:22]=[O:23])C. Product: [Br:1][C:2]1[C:3]([O:9][CH3:10])=[CH:4][CH:5]=[C:6]([F:8])[C:7]=1[CH:22]=[O:23]. The catalyst class is: 1. (5) Reactant: [F:1][C:2]1[CH:3]=[CH:4][C:5]([O:36][CH3:37])=[C:6]([C:8]2[CH:13]=[CH:12][N:11]=[C:10]3[N:14](S(C4C=CC=CC=4)(=O)=O)[C:15]([C:17]4[CH2:18][C:19]([CH3:26])([CH3:25])[NH:20][C:21]([CH3:24])([CH3:23])[CH:22]=4)=[CH:16][C:9]=23)[CH:7]=1.[OH-].[Na+]. Product: [F:1][C:2]1[CH:3]=[CH:4][C:5]([O:36][CH3:37])=[C:6]([C:8]2[CH:13]=[CH:12][N:11]=[C:10]3[NH:14][C:15]([C:17]4[CH2:18][C:19]([CH3:26])([CH3:25])[NH:20][C:21]([CH3:23])([CH3:24])[CH:22]=4)=[CH:16][C:9]=23)[CH:7]=1. The catalyst class is: 12. (6) Reactant: [C:1]1(=[O:10])[C:9]2[C:4](=[CH:5][CH:6]=[CH:7][CH:8]=2)[CH:3]=[CH:2]1.[Br:11]N1C(=O)CCC1=O.N(C(C)(C)C#N)=NC(C)(C)C#N. Product: [Br:11][C:2]1[C:1](=[O:10])[C:9]2[C:4]([CH:3]=1)=[CH:5][CH:6]=[CH:7][CH:8]=2. The catalyst class is: 53. (7) Reactant: [CH3:1][C@@H:2]1[C@H:20]([OH:21])[C@@H:19]([CH3:22])[C:17](=[O:18])[C:16]([CH3:24])([CH3:23])[C@@H:15]([OH:25])[CH2:14][C:12](=[O:13])[O:11][C@H:10](/[C:26](/[CH3:35])=[CH:27]/[C:28]2[N:32]=[C:31]([CH2:33]O)[S:30][CH:29]=2)[CH2:9][C@@H:7]2[O:8][C@:6]2([CH3:36])[CH2:5][CH2:4][CH2:3]1.C1(P([N:51]=[N+]=[N-])(C2C=CC=CC=2)=O)C=CC=CC=1.N12CCCN=C1CCCCC2.CP(C)C.[NH4+].[OH-]. Product: [NH2:51][CH2:33][C:31]1[S:30][CH:29]=[C:28]([CH:27]=[C:26]([CH:10]2[O:11][C:12](=[O:13])[CH2:14][CH:15]([OH:25])[C:16]([CH3:24])([CH3:23])[C:17](=[O:18])[CH:19]([CH3:22])[CH:20]([OH:21])[CH:2]([CH3:1])[CH2:3][CH2:4][CH2:5][C:6]3([CH3:36])[CH:7]([O:8]3)[CH2:9]2)[CH3:35])[N:32]=1. The catalyst class is: 30.